Dataset: Full USPTO retrosynthesis dataset with 1.9M reactions from patents (1976-2016). Task: Predict the reactants needed to synthesize the given product. (1) Given the product [CH3:29][O:30][C:31](=[O:38])[CH:32]([NH:33][C:1]([C:2]1[CH:3]=[N:4][CH:5]=[CH:6][CH:7]=1)=[O:9])[CH:34]([CH3:35])[CH2:36][CH3:37], predict the reactants needed to synthesize it. The reactants are: [C:1]([OH:9])(=O)[C:2]1[CH:7]=[CH:6][CH:5]=[N:4][CH:3]=1.CN1CCOCC1.CCN=C=NCCCN(C)C.Cl.[CH3:29][O:30][C:31](=[O:38])[C@H:32]([C@H:34]([CH2:36][CH3:37])[CH3:35])[NH2:33]. (2) Given the product [CH3:1][N:2]1[CH:6]=[C:5](/[CH:7]=[CH:8]/[C:9]([O:11][CH3:19])=[O:10])[CH:4]=[N:3]1, predict the reactants needed to synthesize it. The reactants are: [CH3:1][N:2]1[CH:6]=[C:5](/[CH:7]=[CH:8]/[C:9]([OH:11])=[O:10])[CH:4]=[N:3]1.OS(O)(=O)=O.[OH-].[Na+].[CH3:19]O. (3) Given the product [CH2:16]([C:14]1[S:15][C:9]2[N:8]([CH2:18][C:19]3[CH:24]=[CH:23][C:22]([C:25]4[CH:30]=[CH:29][CH:28]=[CH:27][C:26]=4[C:31]4[NH:35][C:34](=[O:36])[O:33][N:32]=4)=[CH:21][CH:20]=3)[C:7](=[O:37])[NH:6][C:11](=[O:12])[C:10]=2[CH:13]=1)[CH3:17], predict the reactants needed to synthesize it. The reactants are: COC1C=C(OC)C=CC=1C[N:6]1[C:11](=[O:12])[C:10]2[CH:13]=[C:14]([CH2:16][CH3:17])[S:15][C:9]=2[N:8]([CH2:18][C:19]2[CH:24]=[CH:23][C:22]([C:25]3[CH:30]=[CH:29][CH:28]=[CH:27][C:26]=3[C:31]3[NH:35][C:34](=[O:36])[O:33][N:32]=3)=[CH:21][CH:20]=2)[C:7]1=[O:37].FC(F)(F)C(O)=O. (4) Given the product [O:18]=[C:15]1[CH2:14][NH:13][C:12]2[N:19]=[CH:20][C:9]([CH:8]=[CH:7][C:6]([OH:21])=[O:5])=[CH:10][C:11]=2[CH2:17][NH:16]1, predict the reactants needed to synthesize it. The reactants are: C([O:5][C:6](=[O:21])[CH:7]=[CH:8][C:9]1[CH:20]=[N:19][C:12]2[NH:13][CH2:14][C:15](=[O:18])[NH:16][CH2:17][C:11]=2[CH:10]=1)(C)(C)C.C(Cl)Cl.C(O)(C(F)(F)F)=O. (5) Given the product [CH:12]1([C:10]([C:8]2[O:9][C:5]3[CH:4]=[CH:3][C:2]([N:20]4[CH2:25][CH2:24][S:23][CH2:22][CH2:21]4)=[CH:19][C:6]=3[C:7]=2[CH3:18])=[O:11])[CH2:17][CH2:16][CH2:15][CH2:14][CH2:13]1, predict the reactants needed to synthesize it. The reactants are: Br[C:2]1[CH:3]=[CH:4][C:5]2[O:9][C:8]([C:10]([CH:12]3[CH2:17][CH2:16][CH2:15][CH2:14][CH2:13]3)=[O:11])=[C:7]([CH3:18])[C:6]=2[CH:19]=1.[NH:20]1[CH2:25][CH2:24][S:23][CH2:22][CH2:21]1.C(=O)([O-])[O-].[Cs+].[Cs+].CC1(C)C2C=CC=C(P(C3C=CC=CC=3)C3C=CC=CC=3)C=2OC2C1=CC=CC=2P(C1C=CC=CC=1)C1C=CC=CC=1. (6) Given the product [F:1][C:2]1[CH:3]=[C:4]([CH:5]=[C:6]([F:11])[C:7]=1[N+:8]([O-:10])=[O:9])[O:12][CH2:21][C:22]1[CH:27]=[CH:26][C:25]([CH3:28])=[CH:24][N:23]=1, predict the reactants needed to synthesize it. The reactants are: [F:1][C:2]1[CH:3]=[C:4]([OH:12])[CH:5]=[C:6]([F:11])[C:7]=1[N+:8]([O-:10])=[O:9].C([O-])([O-])=O.[Cs+].[Cs+].Cl.Cl[CH2:21][C:22]1[CH:27]=[CH:26][C:25]([CH3:28])=[CH:24][N:23]=1.C([O-])(O)=O.[Na+]. (7) Given the product [Cl:16][C:12]1[N:11]=[C:10]2[C:9]([NH:8][CH:7]=[N:6]2)=[CH:14][N:13]=1, predict the reactants needed to synthesize it. The reactants are: C1[C@H]([N:6]2[C:10]3[N:11]=[C:12]([Cl:16])[N:13]=[C:14](N)[C:9]=3[N:8]=[CH:7]2)O[C@H](CO)[C@H]1O.C(Cl)(=O)C.N([O-])=O.C([N+](CC)(CC)CC)C1C=CC=CC=1.